From a dataset of Forward reaction prediction with 1.9M reactions from USPTO patents (1976-2016). Predict the product of the given reaction. (1) Given the reactants [NH:1]1[C:9]2[C:4](=[CH:5][CH:6]=[CH:7][CH:8]=2)[C:3]([C:10]#[N:11])=[CH:2]1.[CH2:12]([O:14][CH:15](OCC)[O:16][CH2:17][CH3:18])[CH3:13], predict the reaction product. The product is: [CH2:12]([O:14][CH:15]([O:16][CH2:17][CH3:18])[N:1]1[C:9]2[C:4](=[CH:5][CH:6]=[CH:7][CH:8]=2)[C:3]([C:10]#[N:11])=[CH:2]1)[CH3:13]. (2) Given the reactants O1C2=CN=CC=C2C(=O)C1.C(OC([C:16]1[O:27][C:19]2=[C:20]([CH:24]3[CH2:26][CH2:25]3)[N:21]=[CH:22][CH:23]=[C:18]2[C:17]=1[OH:28])=O)C, predict the reaction product. The product is: [CH:24]1([C:20]2[N:21]=[CH:22][CH:23]=[C:18]3[C:17](=[O:28])[CH2:16][O:27][C:19]=23)[CH2:26][CH2:25]1. (3) Given the reactants [CH2:1]([N:8]1[CH2:13][CH2:12][CH:11]([NH:14][C:15]2[CH:20]=[CH:19][C:18]([F:21])=[CH:17][C:16]=2[N+:22]([O-])=O)[CH2:10][CH2:9]1)[C:2]1[CH:7]=[CH:6][CH:5]=[CH:4][CH:3]=1.CO, predict the reaction product. The product is: [CH2:1]([N:8]1[CH2:13][CH2:12][CH:11]([NH:14][C:15]2[CH:20]=[CH:19][C:18]([F:21])=[CH:17][C:16]=2[NH2:22])[CH2:10][CH2:9]1)[C:2]1[CH:7]=[CH:6][CH:5]=[CH:4][CH:3]=1. (4) Given the reactants [Cl:1][C:2]1[S:6][C:5]([C:7]([OH:9])=O)=[CH:4][CH:3]=1.C(N1C=CN=C1)(N1C=CN=C1)=O.N12CCCN=C1CCCCC2.[NH2:33][CH2:34][C@@H:35]1[O:39][C:38](=[O:40])[N:37]([C:41]2[CH:46]=[CH:45][C:44]([N:47]3[CH2:52][CH2:51][O:50][CH2:49][C:48]3=[O:53])=[CH:43][CH:42]=2)[CH2:36]1, predict the reaction product. The product is: [Cl:1][C:2]1[S:6][C:5]([C:7]([NH:33][CH2:34][C@@H:35]2[O:39][C:38](=[O:40])[N:37]([C:41]3[CH:46]=[CH:45][C:44]([N:47]4[CH2:52][CH2:51][O:50][CH2:49][C:48]4=[O:53])=[CH:43][CH:42]=3)[CH2:36]2)=[O:9])=[CH:4][CH:3]=1. (5) Given the reactants [CH2:1]([O:3][C:4]1[NH:8][N:7]=[C:6]([NH:9][C:10]2[N:15]=[C:14]([NH:16][C@H:17]([C:20]3[CH:25]=[CH:24][C:23]([F:26])=[CH:22][N:21]=3)[CH2:18][OH:19])[CH:13]=[CH:12][C:11]=2[N+:27]([O-])=O)[CH:5]=1)[CH3:2].[CH2:30](O)C.C(OCC)(=O)C, predict the reaction product. The product is: [CH2:1]([O:3][C:4]1[NH:8][N:7]=[C:6]([N:9]2[C:10]3=[N:15][C:14]([NH:16][C@H:17]([C:20]4[CH:25]=[CH:24][C:23]([F:26])=[CH:22][N:21]=4)[CH2:18][OH:19])=[CH:13][CH:12]=[C:11]3[N:27]=[CH:30]2)[CH:5]=1)[CH3:2]. (6) Given the reactants [F:1][C:2]([F:7])([F:6])[CH2:3][CH2:4][NH2:5].[F:8][C@@:9]([CH3:33])([C:13]([NH:15][C@@H:16]1[C:22](=[O:23])[N:21]([CH3:24])[C:20]2[CH:25]=[CH:26][CH:27]=[CH:28][C:19]=2[C:18]2[CH:29]=[CH:30][CH:31]=[CH:32][C:17]1=2)=[O:14])[C:10](O)=[O:11], predict the reaction product. The product is: [F:8][C@:9]([CH3:33])([C:10]([NH:5][CH2:4][CH2:3][C:2]([F:7])([F:6])[F:1])=[O:11])[C:13]([NH:15][C@@H:16]1[C:22](=[O:23])[N:21]([CH3:24])[C:20]2[CH:25]=[CH:26][CH:27]=[CH:28][C:19]=2[C:18]2[CH:29]=[CH:30][CH:31]=[CH:32][C:17]1=2)=[O:14]. (7) Given the reactants C(N(C(C)C)CC)(C)C.Cl.[CH3:11][C:12]1[S:16][C:15]([C:17]([OH:19])=[O:18])=[CH:14][C:13]=1[NH2:20].[C:21]1([CH2:27][C:28](Cl)=[O:29])[CH:26]=[CH:25][CH:24]=[CH:23][CH:22]=1.Cl, predict the reaction product. The product is: [CH3:11][C:12]1[S:16][C:15]([C:17]([OH:19])=[O:18])=[CH:14][C:13]=1[NH:20][C:28](=[O:29])[CH2:27][C:21]1[CH:26]=[CH:25][CH:24]=[CH:23][CH:22]=1. (8) Given the reactants [CH:1]1([NH:4][CH2:5][C@@H:6]2[C@H:10]([F:11])[CH2:9][N:8]([C:12]3[C:21]([O:22][CH3:23])=[C:20]4[C:15]([C:16](=[O:30])[C:17]([C:27]([OH:29])=[O:28])=[CH:18][N:19]4[CH2:24][CH2:25][F:26])=[CH:14][C:13]=3[F:31])[CH2:7]2)[CH2:3][CH2:2]1.[CH3:32][S:33]([OH:36])(=[O:35])=[O:34], predict the reaction product. The product is: [CH3:32][S:33]([OH:36])(=[O:35])=[O:34].[CH:1]1([NH:4][CH2:5][C@@H:6]2[C@H:10]([F:11])[CH2:9][N:8]([C:12]3[C:21]([O:22][CH3:23])=[C:20]4[C:15]([C:16](=[O:30])[C:17]([C:27]([OH:29])=[O:28])=[CH:18][N:19]4[CH2:24][CH2:25][F:26])=[CH:14][C:13]=3[F:31])[CH2:7]2)[CH2:2][CH2:3]1. (9) Given the reactants [CH:1]1([N:6]2[CH2:12][C:11]([CH3:14])([CH3:13])[C:10](=[O:15])[N:9]([CH3:16])[C:8]3[CH:17]=[N:18][C:19]([NH:21][C:22]4[CH:30]=[CH:29][C:25]([C:26]([OH:28])=O)=[CH:24][C:23]=4[O:31][CH3:32])=[N:20][C:7]2=3)[CH2:5][CH2:4][CH2:3][CH2:2]1.CCN(C(C)C)C(C)C.CN(C(ON1N=NC2C=CC=CC1=2)=[N+](C)C)C.[B-](F)(F)(F)F.[NH2:64][N:65]1[CH2:70][CH2:69][N:68]([CH3:71])[CH2:67][CH2:66]1, predict the reaction product. The product is: [CH:1]1([N:6]2[CH2:12][C:11]([CH3:13])([CH3:14])[C:10](=[O:15])[N:9]([CH3:16])[C:8]3[CH:17]=[N:18][C:19]([NH:21][C:22]4[CH:30]=[CH:29][C:25]([C:26]([NH:64][N:65]5[CH2:70][CH2:69][N:68]([CH3:71])[CH2:67][CH2:66]5)=[O:28])=[CH:24][C:23]=4[O:31][CH3:32])=[N:20][C:7]2=3)[CH2:2][CH2:3][CH2:4][CH2:5]1. (10) The product is: [CH3:1][O:2][C:3](=[O:6])[CH2:4][O:5][C:10]1[C:15]([N+:16]([O-:18])=[O:17])=[CH:14][C:13]([CH3:19])=[CH:12][N:11]=1. Given the reactants [CH3:1][O:2][C:3](=[O:6])[CH2:4][OH:5].[H-].[Na+].Cl[C:10]1[C:15]([N+:16]([O-:18])=[O:17])=[CH:14][C:13]([CH3:19])=[CH:12][N:11]=1.O, predict the reaction product.